The task is: Regression. Given two drug SMILES strings and cell line genomic features, predict the synergy score measuring deviation from expected non-interaction effect.. This data is from NCI-60 drug combinations with 297,098 pairs across 59 cell lines. (1) Drug 1: C1=CN(C(=O)N=C1N)C2C(C(C(O2)CO)O)O.Cl. Drug 2: CNC(=O)C1=NC=CC(=C1)OC2=CC=C(C=C2)NC(=O)NC3=CC(=C(C=C3)Cl)C(F)(F)F. Cell line: SNB-75. Synergy scores: CSS=4.45, Synergy_ZIP=-0.717, Synergy_Bliss=1.83, Synergy_Loewe=-3.04, Synergy_HSA=0.134. (2) Drug 1: C1=CC(=CC=C1CCCC(=O)O)N(CCCl)CCCl. Drug 2: COC1=C2C(=CC3=C1OC=C3)C=CC(=O)O2. Cell line: OVCAR-5. Synergy scores: CSS=3.54, Synergy_ZIP=-5.68, Synergy_Bliss=-6.82, Synergy_Loewe=-9.51, Synergy_HSA=-7.04. (3) Drug 1: C1=CC(=C2C(=C1NCCNCCO)C(=O)C3=C(C=CC(=C3C2=O)O)O)NCCNCCO. Drug 2: CCC1(CC2CC(C3=C(CCN(C2)C1)C4=CC=CC=C4N3)(C5=C(C=C6C(=C5)C78CCN9C7C(C=CC9)(C(C(C8N6C=O)(C(=O)OC)O)OC(=O)C)CC)OC)C(=O)OC)O.OS(=O)(=O)O. Cell line: MALME-3M. Synergy scores: CSS=38.2, Synergy_ZIP=-1.66, Synergy_Bliss=8.36, Synergy_Loewe=4.49, Synergy_HSA=7.56. (4) Drug 1: CCC1=CC2CC(C3=C(CN(C2)C1)C4=CC=CC=C4N3)(C5=C(C=C6C(=C5)C78CCN9C7C(C=CC9)(C(C(C8N6C)(C(=O)OC)O)OC(=O)C)CC)OC)C(=O)OC. Drug 2: CN1C(=O)N2C=NC(=C2N=N1)C(=O)N. Cell line: HCT116. Synergy scores: CSS=25.8, Synergy_ZIP=2.50, Synergy_Bliss=-0.261, Synergy_Loewe=-43.9, Synergy_HSA=-1.57. (5) Drug 1: C1=CC(=CC=C1CC(C(=O)O)N)N(CCCl)CCCl.Cl. Cell line: HS 578T. Synergy scores: CSS=22.5, Synergy_ZIP=-0.631, Synergy_Bliss=5.16, Synergy_Loewe=-0.275, Synergy_HSA=2.10. Drug 2: C1=CC=C(C(=C1)C(C2=CC=C(C=C2)Cl)C(Cl)Cl)Cl. (6) Drug 1: CC1=C(C=C(C=C1)NC(=O)C2=CC=C(C=C2)CN3CCN(CC3)C)NC4=NC=CC(=N4)C5=CN=CC=C5. Drug 2: CC1=C2C(C(=O)C3(C(CC4C(C3C(C(C2(C)C)(CC1OC(=O)C(C(C5=CC=CC=C5)NC(=O)C6=CC=CC=C6)O)O)OC(=O)C7=CC=CC=C7)(CO4)OC(=O)C)O)C)OC(=O)C. Cell line: SF-268. Synergy scores: CSS=11.4, Synergy_ZIP=8.78, Synergy_Bliss=11.2, Synergy_Loewe=-9.87, Synergy_HSA=-3.41. (7) Drug 1: C#CCC(CC1=CN=C2C(=N1)C(=NC(=N2)N)N)C3=CC=C(C=C3)C(=O)NC(CCC(=O)O)C(=O)O. Drug 2: N.N.Cl[Pt+2]Cl. Cell line: A498. Synergy scores: CSS=16.3, Synergy_ZIP=0.227, Synergy_Bliss=0.974, Synergy_Loewe=0.915, Synergy_HSA=1.19. (8) Drug 1: CN1C2=C(C=C(C=C2)N(CCCl)CCCl)N=C1CCCC(=O)O.Cl. Drug 2: N.N.Cl[Pt+2]Cl. Cell line: SK-MEL-5. Synergy scores: CSS=38.4, Synergy_ZIP=0.412, Synergy_Bliss=0.0691, Synergy_Loewe=-25.9, Synergy_HSA=-1.66. (9) Drug 1: C1=NC2=C(N1)C(=S)N=CN2. Drug 2: CN(C(=O)NC(C=O)C(C(C(CO)O)O)O)N=O. Cell line: COLO 205. Synergy scores: CSS=16.3, Synergy_ZIP=-6.20, Synergy_Bliss=1.48, Synergy_Loewe=-27.9, Synergy_HSA=-0.183.